Dataset: Forward reaction prediction with 1.9M reactions from USPTO patents (1976-2016). Task: Predict the product of the given reaction. (1) Given the reactants Cl[C:2]1[NH:10][C:9]2[C:4](=[N:5][CH:6]=[CH:7][CH:8]=2)[C:3]=1[C:11]#[N:12].[CH3:13][O:14][C:15]([CH:17]1[CH2:22][CH2:21][NH:20][CH2:19][CH2:18]1)=[O:16], predict the reaction product. The product is: [CH3:13][O:14][C:15]([CH:17]1[CH2:22][CH2:21][N:20]([C:2]2[NH:10][C:9]3[C:4](=[N:5][CH:6]=[CH:7][CH:8]=3)[C:3]=2[C:11]#[N:12])[CH2:19][CH2:18]1)=[O:16]. (2) Given the reactants [Br-].[CH3:2][O:3][C:4]([C:6]1[CH:7]=[C:8]([CH:29]=[CH:30][CH:31]=1)[CH2:9][P+](C1C=CC=CC=1)(C1C=CC=CC=1)C1C=CC=CC=1)=[O:5].CC(C)([O-])C.[K+].[N:38]1([C:44]2[N:49]=[CH:48][C:47]([CH:50]=O)=[CH:46][N:45]=2)[CH2:43][CH2:42][O:41][CH2:40][CH2:39]1, predict the reaction product. The product is: [N:38]1([C:44]2[N:45]=[CH:46][C:47]([CH:50]=[CH:9][C:8]3[CH:7]=[C:6]([CH:31]=[CH:30][CH:29]=3)[C:4]([O:3][CH3:2])=[O:5])=[CH:48][N:49]=2)[CH2:43][CH2:42][O:41][CH2:40][CH2:39]1.